Dataset: Peptide-MHC class I binding affinity with 185,985 pairs from IEDB/IMGT. Task: Regression. Given a peptide amino acid sequence and an MHC pseudo amino acid sequence, predict their binding affinity value. This is MHC class I binding data. (1) The MHC is HLA-B37:01 with pseudo-sequence HLA-B37:01. The peptide sequence is LDFVRFMGV. The binding affinity (normalized) is 1.00. (2) The peptide sequence is EADPTGHSY. The MHC is HLA-A01:01 with pseudo-sequence HLA-A01:01. The binding affinity (normalized) is 0.587.